Dataset: Full USPTO retrosynthesis dataset with 1.9M reactions from patents (1976-2016). Task: Predict the reactants needed to synthesize the given product. (1) Given the product [CH3:1][C:2]1[CH:3]=[CH:4][C:5]([NH:8][C:9]2[S:10][CH:13]=[C:14]([C:16]3[CH:17]=[C:18]([CH:21]=[CH:22][CH:23]=3)[C:19]#[N:20])[N:11]=2)=[N:6][CH:7]=1, predict the reactants needed to synthesize it. The reactants are: [CH3:1][C:2]1[CH:3]=[CH:4][C:5]([NH:8][C:9]([NH2:11])=[S:10])=[N:6][CH:7]=1.Br[CH2:13][C:14]([C:16]1[CH:17]=[C:18]([CH:21]=[CH:22][CH:23]=1)[C:19]#[N:20])=O. (2) Given the product [C:11]([O:10][C:8]([NH:1][C@@H:2]([CH2:3][O:4][C:18]1[C:23]([C:24]([F:27])([F:26])[F:25])=[CH:22][CH:21]=[CH:20][C:19]=1[N+:28]([O-:30])=[O:29])[C:5]([OH:7])=[O:6])=[O:9])([CH3:14])([CH3:13])[CH3:12], predict the reactants needed to synthesize it. The reactants are: [NH:1]([C:8]([O:10][C:11]([CH3:14])([CH3:13])[CH3:12])=[O:9])[C@H:2]([C:5]([OH:7])=[O:6])[CH2:3][OH:4].[H-].[Na+].F[C:18]1[C:23]([C:24]([F:27])([F:26])[F:25])=[CH:22][CH:21]=[CH:20][C:19]=1[N+:28]([O-:30])=[O:29].Cl. (3) Given the product [CH2:1]([NH:9][C:17](=[O:18])[O:19][CH2:20][CH3:21])[CH2:2][C:3]1[CH:8]=[CH:7][CH:6]=[CH:5][CH:4]=1, predict the reactants needed to synthesize it. The reactants are: [CH2:1]([NH2:9])[CH2:2][C:3]1[CH:8]=[CH:7][CH:6]=[CH:5][CH:4]=1.C([O-])([O-])=O.[Na+].[Na+].Cl[C:17]([O:19][CH2:20][CH3:21])=[O:18]. (4) Given the product [CH3:16][O:15][N:14]([CH3:13])[C:10]([C:3]1[C:4]2[C:9](=[CH:8][CH:7]=[CH:6][CH:5]=2)[NH:1][N:2]=1)=[O:12], predict the reactants needed to synthesize it. The reactants are: [NH:1]1[C:9]2[C:4](=[CH:5][CH:6]=[CH:7][CH:8]=2)[C:3]([C:10]([OH:12])=O)=[N:2]1.[CH3:13][NH:14][O:15][CH3:16].Cl.N1C=CC=CC=1.CCN=C=NCCCN(C)C.Cl. (5) Given the product [C:7]1([C:13]2[C:24]([CH2:25][OH:26])=[C:16]3[C:17]4[CH2:23][CH2:22][O:21][C:18]=4[CH:19]=[CH:20][N:15]3[N:14]=2)[CH:8]=[CH:9][CH:10]=[CH:11][CH:12]=1, predict the reactants needed to synthesize it. The reactants are: [H-].[Al+3].[Li+].[H-].[H-].[H-].[C:7]1([C:13]2[C:24]([C:25](OC)=[O:26])=[C:16]3[C:17]4[CH2:23][CH2:22][O:21][C:18]=4[CH:19]=[CH:20][N:15]3[N:14]=2)[CH:12]=[CH:11][CH:10]=[CH:9][CH:8]=1.O.O.O.O.O.O.O.O.O.O.S([O-])([O-])(=O)=O.[Na+].[Na+]. (6) Given the product [Br:7][C:8]1[CH:9]=[CH:10][C:11]([CH:14]([C:16]2[CH:21]=[CH:20][C:19]([Br:22])=[CH:18][CH:17]=2)[S:1][CH2:2][C:3]([NH:5][CH3:6])=[O:4])=[CH:12][CH:13]=1, predict the reactants needed to synthesize it. The reactants are: [SH:1][CH2:2][C:3]([NH:5][CH3:6])=[O:4].[Br:7][C:8]1[CH:13]=[CH:12][C:11]([CH:14]([C:16]2[CH:21]=[CH:20][C:19]([Br:22])=[CH:18][CH:17]=2)O)=[CH:10][CH:9]=1. (7) Given the product [Cl:26][C:23]1[CH:24]=[CH:25][C:20]([NH:19][C:17](=[O:18])[CH2:16][CH2:15][C:11]2[CH:12]=[CH:13][CH:14]=[C:9]([O:8][C:6]3[CH:5]=[CH:4][N:3]=[C:2]([NH:40][CH2:39][C:36]4[CH:37]=[CH:38][C:33]([O:32][CH3:31])=[CH:34][CH:35]=4)[N:7]=3)[CH:10]=2)=[CH:21][C:22]=1[C:27]([F:30])([F:29])[F:28], predict the reactants needed to synthesize it. The reactants are: Cl[C:2]1[N:7]=[C:6]([O:8][C:9]2[CH:10]=[C:11]([CH2:15][CH2:16][C:17]([NH:19][C:20]3[CH:25]=[CH:24][C:23]([Cl:26])=[C:22]([C:27]([F:30])([F:29])[F:28])[CH:21]=3)=[O:18])[CH:12]=[CH:13][CH:14]=2)[CH:5]=[CH:4][N:3]=1.[CH3:31][O:32][C:33]1[CH:38]=[CH:37][C:36]([CH2:39][NH2:40])=[CH:35][CH:34]=1.